From a dataset of Cav3 T-type calcium channel HTS with 100,875 compounds. Binary Classification. Given a drug SMILES string, predict its activity (active/inactive) in a high-throughput screening assay against a specified biological target. (1) The drug is Fc1cc2c3c([nH]c2cc1)CCN(C3)C(=O)Nc1c(OC)cccc1. The result is 1 (active). (2) The drug is o1nc(cc1C(C)C)C(=O)Nc1ccc(CC)cc1. The result is 0 (inactive).